This data is from hERG channel blocking data for cardiac toxicity assessment. The task is: Regression/Classification. Given a drug SMILES string, predict its toxicity properties. Task type varies by dataset: regression for continuous values (e.g., LD50, hERG inhibition percentage) or binary classification for toxic/non-toxic outcomes (e.g., AMES mutagenicity, cardiotoxicity, hepatotoxicity). Dataset: herg. The compound is Cn1c(NCCN(CCO)CCCc2ccc([N+](=O)[O-])cc2)cc(=O)n(C)c1=O. The result is 1 (blocker).